This data is from NCI-60 drug combinations with 297,098 pairs across 59 cell lines. The task is: Regression. Given two drug SMILES strings and cell line genomic features, predict the synergy score measuring deviation from expected non-interaction effect. Synergy scores: CSS=45.1, Synergy_ZIP=-7.05, Synergy_Bliss=-7.60, Synergy_Loewe=-9.49, Synergy_HSA=-6.42. Drug 2: CC1C(C(CC(O1)OC2CC(CC3=C2C(=C4C(=C3O)C(=O)C5=CC=CC=C5C4=O)O)(C(=O)C)O)N)O. Drug 1: CN1C(=O)N2C=NC(=C2N=N1)C(=O)N. Cell line: COLO 205.